Dataset: Full USPTO retrosynthesis dataset with 1.9M reactions from patents (1976-2016). Task: Predict the reactants needed to synthesize the given product. Given the product [CH3:1][NH:2][CH2:3][CH2:4][CH:5]([O:12][C:8]1[CH:9]=[CH:10][CH:11]=[C:6]([CH3:5])[CH:7]=1)[C:6]1[CH:7]=[CH:8][CH:9]=[CH:10][CH:11]=1, predict the reactants needed to synthesize it. The reactants are: [CH3:1][NH:2][CH2:3][CH2:4][CH:5]([OH:12])[C:6]1[CH:11]=[CH:10][CH:9]=[CH:8][CH:7]=1.Cl.